This data is from Full USPTO retrosynthesis dataset with 1.9M reactions from patents (1976-2016). The task is: Predict the reactants needed to synthesize the given product. Given the product [Br:8][C:6]1[CH:5]=[N:4][CH:3]=[C:2]([N:9]2[CH2:13][CH2:12][CH2:11][CH2:10]2)[CH:7]=1, predict the reactants needed to synthesize it. The reactants are: Br[C:2]1[CH:3]=[N:4][CH:5]=[C:6]([Br:8])[CH:7]=1.[NH:9]1[CH2:13][CH2:12][CH2:11][CH2:10]1.